This data is from Full USPTO retrosynthesis dataset with 1.9M reactions from patents (1976-2016). The task is: Predict the reactants needed to synthesize the given product. (1) Given the product [O:4]1[CH2:5][CH2:6][C@H:18]([OH:19])[C@@H:2]2[CH2:9][CH2:10][CH2:11][C@H:1]12, predict the reactants needed to synthesize it. The reactants are: [C:1]([O:4][CH:5]=[CH2:6])(=O)[CH3:2].O1C=[CH:11][CH:10]=[CH:9]C1O.C(Cl)(Cl)Cl.[C:18](=O)([O-])[O-:19]. (2) Given the product [CH3:22][O:21][CH:18]([O:19][CH3:20])[CH2:17][C:14]1[N:15]=[CH:16][C:11]([NH2:10])=[N:12][CH:13]=1, predict the reactants needed to synthesize it. The reactants are: C(OC(=O)[NH:10][C:11]1[CH:16]=[N:15][C:14]([CH2:17][CH:18]([O:21][CH3:22])[O:19][CH3:20])=[CH:13][N:12]=1)C1C=CC=CC=1. (3) Given the product [CH3:21][O:20][C:18](=[O:19])[CH2:17][N:7]1[C:8]2[C:13](=[CH:12][CH:11]=[CH:10][CH:9]=2)[CH:14]=[C:6]1[C:4]([NH:3][C:2]1[S:22][C:24]([CH2:38][CH2:39][CH:40]2[CH2:41][CH2:42][CH2:43][CH2:44][CH2:45]2)=[C:25]([C:27]2[CH:32]=[C:31]([Br:33])[C:30]([O:34][CH3:35])=[CH:29][C:28]=2[O:36][CH3:37])[N:1]=1)=[O:5], predict the reactants needed to synthesize it. The reactants are: [NH2:1][C:2](=[S:22])[NH:3][C:4]([C:6]1[N:7]([CH2:17][C:18]([O:20][CH3:21])=[O:19])[C:8]2[C:13]([CH:14]=1)=[CH:12][C:11](C)=[CH:10][C:9]=2C)=[O:5].Br[CH:24]([CH2:38][CH2:39][CH:40]1[CH2:45][CH2:44][CH2:43][CH2:42][CH2:41]1)[C:25]([C:27]1[CH:32]=[C:31]([Br:33])[C:30]([O:34][CH3:35])=[CH:29][C:28]=1[O:36][CH3:37])=O. (4) Given the product [CH3:20][C:15]1([CH3:21])[C:16]([CH3:19])([CH3:18])[O:17][B:13]([C:2]2[CH:7]=[CH:6][C:5]([N:8]3[CH2:11][CH:10]([OH:12])[CH2:9]3)=[CH:4][CH:3]=2)[O:14]1, predict the reactants needed to synthesize it. The reactants are: I[C:2]1[CH:7]=[CH:6][C:5]([N:8]2[CH2:11][CH:10]([OH:12])[CH2:9]2)=[CH:4][CH:3]=1.[B:13]1([B:13]2[O:17][C:16]([CH3:19])([CH3:18])[C:15]([CH3:21])([CH3:20])[O:14]2)[O:17][C:16]([CH3:19])([CH3:18])[C:15]([CH3:21])([CH3:20])[O:14]1.CC([O-])=O.[K+]. (5) Given the product [F:44][C:34]1[CH:33]=[C:32]([C:26]2[NH:27][C:28]3[C:24]([N:25]=2)=[C:23]([C:21]2[CH:20]=[CH:19][C:4]([O:5][CH:6]4[CH2:11][CH2:10][NH:9][CH2:8][CH2:7]4)=[C:3]([CH:22]=2)[C:1]#[N:2])[N:31]=[CH:30][N:29]=3)[CH:37]=[CH:36][C:35]=1[N:38]1[CH2:39][CH2:40][O:41][CH2:42][CH2:43]1, predict the reactants needed to synthesize it. The reactants are: [C:1]([C:3]1[CH:22]=[C:21]([C:23]2[N:31]=[CH:30][N:29]=[C:28]3[C:24]=2[N:25]=[C:26]([C:32]2[CH:37]=[CH:36][C:35]([N:38]4[CH2:43][CH2:42][O:41][CH2:40][CH2:39]4)=[C:34]([F:44])[CH:33]=2)[NH:27]3)[CH:20]=[CH:19][C:4]=1[O:5][CH:6]1[CH2:11][CH2:10][N:9](C(OC(C)(C)C)=O)[CH2:8][CH2:7]1)#[N:2]. (6) The reactants are: [CH2:1]([O:3][C:4](=[O:21])/[C:5](/O)=[CH:6]/[C:7]([C:9]1[CH:14]=[CH:13][C:12]([F:15])=[C:11]([C:16]([F:19])([F:18])[F:17])[CH:10]=1)=O)[CH3:2].[CH3:22][NH:23][NH2:24]. Given the product [CH2:1]([O:3][C:4]([C:5]1[N:23]([CH3:22])[N:24]=[C:7]([C:9]2[CH:14]=[CH:13][C:12]([F:15])=[C:11]([C:16]([F:19])([F:18])[F:17])[CH:10]=2)[CH:6]=1)=[O:21])[CH3:2].[CH2:1]([O:3][C:4]([C:5]1[CH:6]=[C:7]([C:9]2[CH:14]=[CH:13][C:12]([F:15])=[C:11]([C:16]([F:19])([F:18])[F:17])[CH:10]=2)[N:23]([CH3:22])[N:24]=1)=[O:21])[CH3:2], predict the reactants needed to synthesize it. (7) Given the product [NH2:12][CH2:11][CH2:10][CH:9]([NH:8][C:6]([C:5]1[CH:26]=[CH:27][C:2]([Cl:1])=[C:3]([NH:28][C:29]([C:31]2[C:32](=[O:43])[NH:33][C:34]3[C:39]([CH:40]=2)=[CH:38][CH:37]=[C:36]([O:41][CH3:42])[N:35]=3)=[O:30])[CH:4]=1)=[O:7])[C:20]1[CH:21]=[CH:22][CH:23]=[CH:24][CH:25]=1, predict the reactants needed to synthesize it. The reactants are: [Cl:1][C:2]1[CH:27]=[CH:26][C:5]([C:6]([NH:8][CH:9]([C:20]2[CH:25]=[CH:24][CH:23]=[CH:22][CH:21]=2)[CH2:10][CH2:11][NH:12]C(=O)OC(C)(C)C)=[O:7])=[CH:4][C:3]=1[NH:28][C:29]([C:31]1[C:32](=[O:43])[NH:33][C:34]2[C:39]([CH:40]=1)=[CH:38][CH:37]=[C:36]([O:41][CH3:42])[N:35]=2)=[O:30].FC(F)(F)C(O)=O.